From a dataset of Full USPTO retrosynthesis dataset with 1.9M reactions from patents (1976-2016). Predict the reactants needed to synthesize the given product. Given the product [Cl:12][C:8]1[CH:9]=[C:10]([CH3:11])[C:2]2[NH:1][C:14](=[O:15])[O:5][C:4](=[O:6])[C:3]=2[CH:7]=1, predict the reactants needed to synthesize it. The reactants are: [NH2:1][C:2]1[C:10]([CH3:11])=[CH:9][C:8]([Cl:12])=[CH:7][C:3]=1[C:4]([OH:6])=[O:5].Cl[C:14](OC1C=CC=CC=1)=[O:15].